This data is from Peptide-MHC class I binding affinity with 185,985 pairs from IEDB/IMGT. The task is: Regression. Given a peptide amino acid sequence and an MHC pseudo amino acid sequence, predict their binding affinity value. This is MHC class I binding data. (1) The peptide sequence is LLVDLLWLL. The MHC is HLA-A02:03 with pseudo-sequence HLA-A02:03. The binding affinity (normalized) is 0.953. (2) The peptide sequence is LLFDSNEPI. The MHC is HLA-A02:19 with pseudo-sequence HLA-A02:19. The binding affinity (normalized) is 0.936. (3) The peptide sequence is LTPLCIAMRC. The MHC is Mamu-A02 with pseudo-sequence Mamu-A02. The binding affinity (normalized) is 0.175. (4) The peptide sequence is MHGHGKHIL. The MHC is HLA-A26:01 with pseudo-sequence HLA-A26:01. The binding affinity (normalized) is 0.0847. (5) The peptide sequence is ALITVSGLY. The MHC is HLA-A30:02 with pseudo-sequence HLA-A30:02. The binding affinity (normalized) is 1.00.